Task: Binary Classification. Given a drug SMILES string, predict its activity (active/inactive) in a high-throughput screening assay against a specified biological target.. Dataset: M1 muscarinic receptor agonist screen with 61,833 compounds (1) The compound is o1c(nnc1c1c(OC)cc(OC)c(OC)c1)c1c(OC)c(OC)c(OC)cc1. The result is 1 (active). (2) The compound is s1c2c(c(=O)n(nc2C)C(C(=O)N2CCCCC2)C)c2c1cccc2. The result is 0 (inactive).